Dataset: Reaction yield outcomes from USPTO patents with 853,638 reactions. Task: Predict the reaction yield, written as a fraction of the theoretical maximum amount of product (1.0 means a 100% yield; for example, 0.34 means a 34% yield). (1) The reactants are Cl[C:2](Cl)=[CH:3][C:4]([C:6]1[C:7]([Cl:14])=[N:8][C:9]([Cl:13])=[C:10]([F:12])[CH:11]=1)=[O:5].[NH2:16][C:17]1[CH:22]=[CH:21][CH:20]=[CH:19][CH:18]=1.[CH:23]([NH2:26])([CH3:25])[CH3:24]. The yield is 0.100. The product is [NH:16](/[C:2](/[NH:26][CH:23]([CH3:25])[CH3:24])=[CH:3]\[C:4]([C:6]1[C:7]([Cl:14])=[N:8][C:9]([Cl:13])=[C:10]([F:12])[CH:11]=1)=[O:5])[C:17]1[CH:22]=[CH:21][CH:20]=[CH:19][CH:18]=1. The catalyst is C(Cl)Cl.O1CCOCC1. (2) The reactants are [CH3:1][O:2][C:3](=[O:25])[C@H:4]([NH:14][C:15]([O:17][CH2:18][C:19]1[CH:24]=[CH:23][CH:22]=[CH:21][CH:20]=1)=[O:16])[CH2:5][C:6]1[CH:11]=[CH:10][C:9]([NH2:12])=[C:8]([NH2:13])[CH:7]=1.C(N(CC)CC)C.[C:33](N1C=CN=C1)(N1C=CN=C1)=[O:34]. The catalyst is O1CCCC1. The product is [CH3:1][O:2][C:3]([C@H:4]([NH:14][C:15](=[O:16])[O:17][CH2:18][C:19]1[CH:24]=[CH:23][CH:22]=[CH:21][CH:20]=1)[CH2:5][C:6]1[CH:11]=[CH:10][C:9]2[NH:12][C:33](=[O:34])[NH:13][C:8]=2[CH:7]=1)=[O:25]. The yield is 0.590. (3) The yield is 1.00. The catalyst is ClCCl. The reactants are [C:1]1([C:7]2[O:11][N:10]=[C:9]([C:12](O)=[O:13])[C:8]=2[C:15]([F:18])([F:17])[F:16])[CH:6]=[CH:5][CH:4]=[CH:3][CH:2]=1.N1C=CC=CC=1.N1C(F)=NC(F)=NC=1[F:27]. The product is [C:1]1([C:7]2[O:11][N:10]=[C:9]([C:12]([F:27])=[O:13])[C:8]=2[C:15]([F:18])([F:17])[F:16])[CH:6]=[CH:5][CH:4]=[CH:3][CH:2]=1. (4) The reactants are [C:1]([C:3]1[C:4]([NH2:9])=[N:5][CH:6]=[CH:7][CH:8]=1)#[CH:2].[Br:10][C:11]1[CH:16]=[CH:15][C:14]([CH2:17][C:18](Cl)=[N:19][OH:20])=[CH:13][CH:12]=1.C(N(CC)CC)C. The catalyst is O1CCCC1. The product is [Br:10][C:11]1[CH:12]=[CH:13][C:14]([CH2:17][C:18]2[CH:2]=[C:1]([C:3]3[C:4]([NH2:9])=[N:5][CH:6]=[CH:7][CH:8]=3)[O:20][N:19]=2)=[CH:15][CH:16]=1. The yield is 0.240. (5) The yield is 0.570. The reactants are [O:1]=[C:2]([C:7]1[CH:12]=[CH:11][CH:10]=[CH:9][CH:8]=1)[C:3]([O:5][CH3:6])=[O:4]. The product is [CH:7]1([C:2]([OH:1])([C:7]2[CH:12]=[CH:11][CH:10]=[CH:9][CH:8]=2)[C:3]([O:5][CH3:6])=[O:4])[CH2:12][CH2:11][CH2:10][CH2:9][CH2:8]1. The catalyst is O1CCCC1. (6) The reactants are C[O:2][C:3]([C:5]1[CH:6]=[CH:7][CH:8]=[C:9]2[C:13]=1[NH:12][C:11]([C:14]1[CH:15]=[C:16]([NH:23][C:24]3[CH:29]=[CH:28][N:27]=[C:26]([NH2:30])[N:25]=3)[CH:17]=[C:18]3[C:22]=1[NH:21][N:20]=[CH:19]3)=[CH:10]2)=O.[H-].[Al+3].[Li+].[H-].[H-].[H-]. The catalyst is O1CCCC1. The product is [NH2:30][C:26]1[N:25]=[C:24]([NH:23][C:16]2[CH:17]=[C:18]3[C:22](=[C:14]([C:11]4[NH:12][C:13]5[C:9]([CH:10]=4)=[CH:8][CH:7]=[CH:6][C:5]=5[CH2:3][OH:2])[CH:15]=2)[NH:21][N:20]=[CH:19]3)[CH:29]=[CH:28][N:27]=1. The yield is 0.300. (7) The reactants are [Br:1][C:2]1[CH:3]=[CH:4][C:5](F)=[N:6][CH:7]=1.[NH:9]1[CH2:13][CH2:12][CH:11]([NH:14][C:15](=[O:21])[O:16][C:17]([CH3:20])([CH3:19])[CH3:18])[CH2:10]1.C(=O)([O-])[O-].[K+].[K+].C(OCC)(=O)C. The catalyst is CN(C)C=O.O. The product is [Br:1][C:2]1[CH:3]=[CH:4][C:5]([N:9]2[CH2:13][CH2:12][CH:11]([NH:14][C:15](=[O:21])[O:16][C:17]([CH3:19])([CH3:18])[CH3:20])[CH2:10]2)=[N:6][CH:7]=1. The yield is 0.360.